From a dataset of Ames mutagenicity test results for genotoxicity prediction. Regression/Classification. Given a drug SMILES string, predict its toxicity properties. Task type varies by dataset: regression for continuous values (e.g., LD50, hERG inhibition percentage) or binary classification for toxic/non-toxic outcomes (e.g., AMES mutagenicity, cardiotoxicity, hepatotoxicity). Dataset: ames. (1) The molecule is ONc1ncnc2c1ncn2Cc1ccccc1. The result is 1 (mutagenic). (2) The molecule is c1ccc2c(c1)-c1cc3ccccc3c3cc4ccccc4c-2c13. The result is 1 (mutagenic). (3) The drug is CCCCCCCCCCCOC(=O)c1ccccc1C(=O)OCCCCCCCCCCC. The result is 0 (non-mutagenic). (4) The molecule is O=[N+]([O-])c1c2c(c3ccc4cccc5ccc1c3c45)CCCC2. The result is 1 (mutagenic). (5) The drug is O=[N+]([O-])c1ccccc1SSC(F)=C(Cl)Cl. The result is 1 (mutagenic). (6) The compound is Cc1ccc(C(=O)O)cc1[N+](=O)[O-]. The result is 1 (mutagenic).